Dataset: Peptide-MHC class I binding affinity with 185,985 pairs from IEDB/IMGT. Task: Regression. Given a peptide amino acid sequence and an MHC pseudo amino acid sequence, predict their binding affinity value. This is MHC class I binding data. (1) The peptide sequence is IVTDSQYAL. The MHC is HLA-A26:01 with pseudo-sequence HLA-A26:01. The binding affinity (normalized) is 0. (2) The peptide sequence is AEFKYIAAV. The MHC is Mamu-B08 with pseudo-sequence Mamu-B08. The binding affinity (normalized) is 0. (3) The peptide sequence is EQDGITYYL. The MHC is HLA-A69:01 with pseudo-sequence HLA-A69:01. The binding affinity (normalized) is 0.764. (4) The peptide sequence is IVIEAIHTV. The MHC is HLA-A02:01 with pseudo-sequence HLA-A02:01. The binding affinity (normalized) is 0.614. (5) The peptide sequence is LLGTFTWTL. The MHC is HLA-A02:01 with pseudo-sequence HLA-A02:01. The binding affinity (normalized) is 0.924.